From a dataset of Full USPTO retrosynthesis dataset with 1.9M reactions from patents (1976-2016). Predict the reactants needed to synthesize the given product. (1) Given the product [CH2:1]([N:8]1[CH2:13][CH2:12][C:11]([CH2:16][C:17]([O:44][CH3:42])=[O:18])([CH:14]=[CH2:15])[CH2:10][CH2:9]1)[C:2]1[CH:7]=[CH:6][CH:5]=[CH:4][CH:3]=1, predict the reactants needed to synthesize it. The reactants are: [CH2:1]([N:8]1[CH2:13][CH2:12][C:11]([CH2:16][CH:17]=[O:18])([CH:14]=[CH2:15])[CH2:10][CH2:9]1)[C:2]1[CH:7]=[CH:6][CH:5]=[CH:4][CH:3]=1.CO.[Cr](O[Cr]([O-])(=O)=O)([O-])(=O)=O.[NH+]1C=CC=CC=1.[NH+]1C=CC=CC=1.[CH2:42]([O:44]CC)C. (2) Given the product [F:1][C:2]1[CH:3]=[CH:4][C:5]([CH:8]([C:10]2[C:11]3[CH:23]=[CH:22][CH:21]=[CH:20][C:12]=3[S:13][C:14]=2[CH2:15][CH2:16][N:17]([CH3:18])[CH3:19])[CH3:9])=[N:6][CH:7]=1, predict the reactants needed to synthesize it. The reactants are: [F:1][C:2]1[CH:3]=[CH:4][C:5]([C:8]([C:10]2[C:11]3[CH:23]=[CH:22][CH:21]=[CH:20][C:12]=3[S:13][C:14]=2[CH2:15][CH2:16][N:17]([CH3:19])[CH3:18])=[CH2:9])=[N:6][CH:7]=1. (3) Given the product [C:6]([C:7]1[CH:19]=[CH:18][C:10]([O:11][CH:12]2[CH2:17][CH2:16][CH2:15][CH2:14][O:13]2)=[C:9]([CH3:20])[CH:8]=1)#[CH:5], predict the reactants needed to synthesize it. The reactants are: C[Si]([C:5]#[C:6][C:7]1[CH:19]=[CH:18][C:10]([O:11][CH:12]2[CH2:17][CH2:16][CH2:15][CH2:14][O:13]2)=[C:9]([CH3:20])[CH:8]=1)(C)C.C(=O)([O-])[O-].[K+].[K+]. (4) The reactants are: [N:1]1([CH2:6][C:7]2[N:11]3[CH:12]=[C:13]([CH3:16])[CH:14]=[CH:15][C:10]3=[N:9][C:8]=2[C:17]2[CH:22]=[CH:21][C:20]([CH3:23])=[CH:19][CH:18]=2)[CH:5]=[CH:4][N:3]=[CH:2]1.Cl.ClCC1N2C=C(C)C=CC2=NC=1C1C=CC(C)=CC=1.N1C=CN=C1[C:49]([O:51][CH2:52][CH3:53])=[O:50]. Given the product [CH2:52]([O:51][C:49]([C:2]1[N:1]([CH2:6][C:7]2[N:11]3[CH:12]=[C:13]([CH3:16])[CH:14]=[CH:15][C:10]3=[N:9][C:8]=2[C:17]2[CH:22]=[CH:21][C:20]([CH3:23])=[CH:19][CH:18]=2)[CH:5]=[CH:4][N:3]=1)=[O:50])[CH3:53], predict the reactants needed to synthesize it. (5) Given the product [OH:2][C:3]1[CH:4]=[C:5]2[C:10](=[CH:11][CH:12]=1)[N:9]=[CH:8][N:7]([C:13]1[CH:14]=[C:15]([NH:20][C:21](=[O:32])[C:22]3[CH:27]=[CH:26][CH:25]=[C:24]([C:28]([F:30])([F:31])[F:29])[CH:23]=3)[CH:16]=[CH:17][C:18]=1[CH3:19])[C:6]2=[O:33], predict the reactants needed to synthesize it. The reactants are: C[O:2][C:3]1[CH:4]=[C:5]2[C:10](=[CH:11][CH:12]=1)[N:9]=[CH:8][N:7]([C:13]1[CH:14]=[C:15]([NH:20][C:21](=[O:32])[C:22]3[CH:27]=[CH:26][CH:25]=[C:24]([C:28]([F:31])([F:30])[F:29])[CH:23]=3)[CH:16]=[CH:17][C:18]=1[CH3:19])[C:6]2=[O:33].B(Br)(Br)Br.